Dataset: Forward reaction prediction with 1.9M reactions from USPTO patents (1976-2016). Task: Predict the product of the given reaction. (1) Given the reactants [CH3:1][C:2]1[C:3]([C:11]#[N:12])=[N:4][CH:5]=[C:6]([N+:8]([O-])=O)[CH:7]=1.[H][H], predict the reaction product. The product is: [NH2:8][C:6]1[CH:7]=[C:2]([CH3:1])[C:3]([C:11]#[N:12])=[N:4][CH:5]=1. (2) Given the reactants [NH2:1][C:2]1[CH:7]=[CH:6][C:5](OC)=[CH:4][C:3]=1[C:10]1[CH:11]=[C:12]2[C:17](=[CH:18][CH:19]=1)[CH:16]=[C:15]([O:20][CH3:21])[C:14]([O:22][CH3:23])=[CH:13]2.Cl.N([O-])=O.[Na+].O, predict the reaction product. The product is: [NH2:1][C:2]1[CH:7]=[CH:6][CH:5]=[CH:4][C:3]=1[C:10]1[CH:11]=[C:12]2[C:17](=[CH:18][CH:19]=1)[CH:16]=[C:15]([O:20][CH3:21])[C:14]([O:22][CH3:23])=[CH:13]2. (3) Given the reactants Br[C:2]1[CH:3]=[C:4]([CH2:12][C:13]#[N:14])[CH:5]=[C:6]2[C:11]=1[N:10]=[CH:9][CH:8]=[CH:7]2.CN([CH:18]=[O:19])C.C([O-])=O.[Na+], predict the reaction product. The product is: [CH:18]([C:2]1[CH:3]=[C:4]([CH2:12][C:13]#[N:14])[CH:5]=[C:6]2[C:11]=1[N:10]=[CH:9][CH:8]=[CH:7]2)=[O:19]. (4) Given the reactants [C:1]([O:5][CH:6]([C:12]1[C:21]([CH3:22])=[C:20]([CH3:23])[C:19]2[C:14](=[CH:15][CH:16]=[CH:17][CH:18]=2)[C:13]=1[C:24]1[CH:29]=[CH:28][C:27]([Cl:30])=[CH:26][CH:25]=1)[C:7]([O:9]CC)=[O:8])([CH3:4])([CH3:3])[CH3:2].[Cl:31][C:32]1[CH:37]=[CH:36]C(B(O)O)=[CH:34][CH:33]=1, predict the reaction product. The product is: [Cl:30][C:27]1[CH:28]=[CH:29][C:24]([C:13]2[C:14]3[C:19](=[CH:18][CH:17]=[CH:16][CH:15]=3)[C:20]([C:23]3[CH:36]=[CH:37][C:32]([Cl:31])=[CH:33][CH:34]=3)=[C:21]([CH3:22])[C:12]=2[CH:6]([O:5][C:1]([CH3:3])([CH3:4])[CH3:2])[C:7]([OH:9])=[O:8])=[CH:25][CH:26]=1. (5) Given the reactants [Cl:1][C:2]1[NH:6][C:5]2[CH:7]=[CH:8][CH:9]=[CH:10][C:4]=2[N:3]=1.CN(C)C=O.[H-].[Na+].[CH2:18]([O:20][CH2:21][CH2:22]Cl)[CH3:19], predict the reaction product. The product is: [Cl:1][C:2]1[N:6]([CH2:19][CH2:18][O:20][CH2:21][CH3:22])[C:5]2[CH:7]=[CH:8][CH:9]=[CH:10][C:4]=2[N:3]=1. (6) Given the reactants [F:1][C:2]([F:13])([F:12])[CH2:3]OS(C(F)(F)F)(=O)=O.C(N(CC)CC)C.[CH3:21][O:22][NH:23][C:24]([C:26]1[C:27](=[O:60])[C:28]2[CH:33]=[N:32][C:31]([NH:34][C:35]3[CH:40]=[CH:39][C:38]([CH2:41][CH2:42][N:43]4[CH2:48][CH2:47][NH:46][CH2:45][CH2:44]4)=[CH:37][CH:36]=3)=[N:30][C:29]=2[N:49]([C:51]2[CH:52]=[C:53]3[C:57](=[CH:58][CH:59]=2)[CH2:56][CH2:55][CH2:54]3)[CH:50]=1)=[O:25], predict the reaction product. The product is: [CH3:21][O:22][NH:23][C:24]([C:26]1[C:27](=[O:60])[C:28]2[CH:33]=[N:32][C:31]([NH:34][C:35]3[CH:40]=[CH:39][C:38]([CH2:41][CH2:42][N:43]4[CH2:44][CH2:45][N:46]([CH2:3][C:2]([F:13])([F:12])[F:1])[CH2:47][CH2:48]4)=[CH:37][CH:36]=3)=[N:30][C:29]=2[N:49]([C:51]2[CH:52]=[C:53]3[C:57](=[CH:58][CH:59]=2)[CH2:56][CH2:55][CH2:54]3)[CH:50]=1)=[O:25]. (7) Given the reactants [N+:1]([C:4]1[CH:9]=[CH:8][C:7]([N:10]2[CH2:15][CH2:14][CH2:13][CH2:12][CH2:11]2)=[CH:6][C:5]=1[C:16]1[CH:17]=[C:18]([CH:23]=[CH:24][N:25]=1)[C:19]([O:21]C)=[O:20])([O-:3])=[O:2].O.[OH-].[Li+], predict the reaction product. The product is: [N+:1]([C:4]1[CH:9]=[CH:8][C:7]([N:10]2[CH2:15][CH2:14][CH2:13][CH2:12][CH2:11]2)=[CH:6][C:5]=1[C:16]1[CH:17]=[C:18]([CH:23]=[CH:24][N:25]=1)[C:19]([OH:21])=[O:20])([O-:3])=[O:2].